Dataset: Full USPTO retrosynthesis dataset with 1.9M reactions from patents (1976-2016). Task: Predict the reactants needed to synthesize the given product. (1) The reactants are: [Cl:1][C:2]1[CH:7]=[C:6]2[NH:8][C:9](=[O:44])[C:10]3([CH:15]([C:16]4[CH:21]=[C:20]([C:22]#[C:23][Si](C)(C)C)[CH:19]=[CH:18][C:17]=4[O:28][CH2:29][C:30]4([CH3:34])[CH2:33][O:32][CH2:31]4)[CH2:14][C:13](=[O:35])[NH:12][CH:11]3[C:36]3[CH:41]=[C:40]([Cl:42])[CH:39]=[CH:38][C:37]=3[CH3:43])[C:5]2=[CH:4][CH:3]=1.C([O-])([O-])=O.[K+].[K+]. Given the product [Cl:1][C:2]1[CH:7]=[C:6]2[NH:8][C:9](=[O:44])[C:10]3([CH:15]([C:16]4[CH:21]=[C:20]([C:22]#[CH:23])[CH:19]=[CH:18][C:17]=4[O:28][CH2:29][C:30]4([CH3:34])[CH2:31][O:32][CH2:33]4)[CH2:14][C:13](=[O:35])[NH:12][CH:11]3[C:36]3[CH:41]=[C:40]([Cl:42])[CH:39]=[CH:38][C:37]=3[CH3:43])[C:5]2=[CH:4][CH:3]=1, predict the reactants needed to synthesize it. (2) Given the product [CH:5]1[C:6]2[C:12](=[CH:11][CH:10]=[CH:9][CH:8]=2)[CH:7]=[CH:1][CH:4]=1, predict the reactants needed to synthesize it. The reactants are: [CH4:1].CC.[CH3:4][CH2:5][CH3:6].[CH:7]1[CH:12]=[CH:11][CH:10]=[CH:9][CH:8]=1. (3) Given the product [CH:16]1([N:7]2[CH2:8][C:9]([CH3:15])([CH3:14])[C:10](=[O:13])[N:11]([CH3:12])[C:5]3[CH:4]=[N:3][C:2]([NH:22][C:23]4[CH:31]=[CH:30][C:26]([C:27]([OH:29])=[O:28])=[CH:25][C:24]=4[O:32][CH3:33])=[N:21][C:6]2=3)[CH2:20][CH2:19][CH2:18][CH2:17]1, predict the reactants needed to synthesize it. The reactants are: Cl[C:2]1[N:3]=[CH:4][C:5]2[N:11]([CH3:12])[C:10](=[O:13])[C:9]([CH3:15])([CH3:14])[CH2:8][N:7]([CH:16]3[CH2:20][CH2:19][CH2:18][CH2:17]3)[C:6]=2[N:21]=1.[NH2:22][C:23]1[CH:31]=[CH:30][C:26]([C:27]([OH:29])=[O:28])=[CH:25][C:24]=1[O:32][CH3:33].Cl. (4) Given the product [C:28]([NH:1][C:2]1[CH:3]=[C:4]([CH:9]=[CH:10][CH:11]=1)[C:5]([O:7][CH3:8])=[O:6])(=[O:32])[CH2:29][CH2:30]/[CH:31]=[CH:26]\[CH2:28]/[CH:29]=[CH:30]\[CH2:31]/[CH:26]=[CH:28]\[CH2:29]/[CH:30]=[CH:31]\[CH2:26]/[CH:3]=[CH:2]\[CH2:11]/[CH:10]=[CH:19]\[CH2:18][CH3:17], predict the reactants needed to synthesize it. The reactants are: [NH2:1][C:2]1[CH:3]=[C:4]([CH:9]=[CH:10][CH:11]=1)[C:5]([O:7][CH3:8])=[O:6].CCN=C=N[CH2:17][CH2:18][CH2:19]N(C)C.CN([C:26]1[CH:31]=[CH:30][CH:29]=[CH:28]N=1)C.[OH2:32]. (5) The reactants are: C(=O)([O-])[O-].[Cs+].[Cs+].C1(P(C2C=CC=CC=2)C2C3OC4C(=CC=CC=4P(C4C=CC=CC=4)C4C=CC=CC=4)C(C)(C)C=3C=CC=2)C=CC=CC=1.[CH3:49][O:50][C:51]1[CH:52]=[C:53]([NH2:57])[CH:54]=[CH:55][CH:56]=1.[C:58]([O:62][C:63]([N:65]1[CH2:70][CH2:69][C:68]2[N:71]([CH3:92])[C:72]([C:75]3[CH:80]=[CH:79][N:78]=[C:77]([N:81]4C(=O)C5C(=CC=CC=5)C4=O)[N:76]=3)=[C:73](I)[C:67]=2[C:66]1=[O:93])=[O:64])([CH3:61])([CH3:60])[CH3:59]. Given the product [C:58]([O:62][C:63]([N:65]1[CH2:70][CH2:69][C:68]2[N:71]([CH3:92])[C:72]([C:75]3[CH:80]=[CH:79][N:78]=[C:77]([NH2:81])[N:76]=3)=[C:73]([NH:57][C:53]3[CH:54]=[CH:55][CH:56]=[C:51]([O:50][CH3:49])[CH:52]=3)[C:67]=2[C:66]1=[O:93])=[O:64])([CH3:61])([CH3:60])[CH3:59], predict the reactants needed to synthesize it. (6) Given the product [C:23]([O:27][C:28]([N:30]1[CH:35]2[CH2:36][CH2:37][CH:31]1[CH:32]=[C:33]([C:9]1[CH:10]=[CH:11][C:12]([O:13][C:14]3[CH:19]=[CH:18][CH:17]=[CH:16][N:15]=3)=[CH:20][CH:21]=1)[CH2:34]2)=[O:29])([CH3:26])([CH3:24])[CH3:25], predict the reactants needed to synthesize it. The reactants are: CC1(C)C(C)(C)OB([C:9]2[CH:21]=[CH:20][C:12]([O:13][C:14]3[CH:19]=[CH:18][CH:17]=[CH:16][N:15]=3)=[CH:11][CH:10]=2)O1.[C:23]([O:27][C:28]([N:30]1[CH:35]2[CH2:36][CH2:37][CH:31]1[CH:32]=[C:33](OS(C(F)(F)F)(=O)=O)[CH2:34]2)=[O:29])([CH3:26])([CH3:25])[CH3:24].[Cl-].[Li+].C([O-])([O-])=O.[K+].[K+]. (7) Given the product [CH3:1][O:2][C:3]1[CH:4]=[C:5]2[C:10](=[CH:11][C:12]=1[O:13][CH3:14])[N:9]=[N:8][CH:7]=[C:6]2[N:15]1[CH2:16][CH2:17][CH:18]([NH:21][CH2:28][C:27]2[CH:30]=[CH:31][C:24]([O:23][CH3:22])=[CH:25][CH:26]=2)[CH2:19][CH2:20]1, predict the reactants needed to synthesize it. The reactants are: [CH3:1][O:2][C:3]1[CH:4]=[C:5]2[C:10](=[CH:11][C:12]=1[O:13][CH3:14])[N:9]=[N:8][CH:7]=[C:6]2[N:15]1[CH2:20][CH2:19][CH:18]([NH2:21])[CH2:17][CH2:16]1.[CH3:22][O:23][C:24]1[CH:31]=[CH:30][C:27]([CH:28]=O)=[CH:26][CH:25]=1.C([BH3-])#N.[Na+]. (8) Given the product [C:1]1([C:14]2[CH:15]=[C:16]([B:39]([OH:42])[OH:40])[CH:17]=[C:18]([C:20]3[C:32]4[NH:31][C:30]5[C:25](=[CH:26][CH:27]=[CH:28][CH:29]=5)[C:24]=4[CH:23]=[CH:22][CH:21]=3)[CH:19]=2)[C:13]2[NH:12][C:11]3[C:6](=[CH:7][CH:8]=[CH:9][CH:10]=3)[C:5]=2[CH:4]=[CH:3][CH:2]=1, predict the reactants needed to synthesize it. The reactants are: [C:1]1([C:14]2[CH:15]=[C:16](Br)[CH:17]=[C:18]([C:20]3[C:32]4[NH:31][C:30]5[C:25](=[CH:26][CH:27]=[CH:28][CH:29]=5)[C:24]=4[CH:23]=[CH:22][CH:21]=3)[CH:19]=2)[C:13]2[NH:12][C:11]3[C:6](=[CH:7][CH:8]=[CH:9][CH:10]=3)[C:5]=2[CH:4]=[CH:3][CH:2]=1.C([Li])CCC.[B:39](OC)([O:42]C)[O:40]C.Cl. (9) Given the product [C:1]([OH:6])(=[O:16])[CH3:2].[Br:7][C:8]1[CH:9]=[CH:10][C:11]([CH3:40])=[C:12]([NH:14][C:15]([C:17]2[N:18]=[CH:19][NH:20][C:21]=2[C:22]([NH:24][C:25]2[NH:26][C:27]3[CH:33]=[CH:32][C:31]([N:34]4[CH2:35][CH2:36][N:37]([CH2:1][CH2:2][CH2:3][CH2:4][CH3:5])[CH2:38][CH2:39]4)=[CH:30][C:28]=3[N:29]=2)=[O:23])=[O:16])[CH:13]=1, predict the reactants needed to synthesize it. The reactants are: [CH:1](=[O:6])[CH2:2][CH2:3][CH2:4][CH3:5].[Br:7][C:8]1[CH:9]=[CH:10][C:11]([CH3:40])=[C:12]([NH:14][C:15]([C:17]2[N:18]=[CH:19][NH:20][C:21]=2[C:22]([NH:24][C:25]2[NH:29][C:28]3[CH:30]=[C:31]([N:34]4[CH2:39][CH2:38][NH:37][CH2:36][CH2:35]4)[CH:32]=[CH:33][C:27]=3[N:26]=2)=[O:23])=[O:16])[CH:13]=1.[Na]. (10) Given the product [C:40]([O:39][C:37]([N:32]1[CH2:33][CH2:34][N:35]([CH2:26][C:25]2[CH:24]=[CH:23][C:22]([CH:9]3[NH:10][C:11]4[C:12]5[C:13](=[N:14][NH:15][C:16](=[O:21])[C:17]=5[CH:18]=[CH:19][CH:20]=4)[CH:8]3[C:5]3[CH:4]=[CH:3][C:2]([F:1])=[CH:7][CH:6]=3)=[CH:29][CH:28]=2)[CH2:36][CH:31]1[CH3:30])=[O:38])([CH3:42])([CH3:41])[CH3:43], predict the reactants needed to synthesize it. The reactants are: [F:1][C:2]1[CH:7]=[CH:6][C:5]([CH:8]2[C:13]3=[N:14][NH:15][C:16](=[O:21])[C:17]4[CH:18]=[CH:19][CH:20]=[C:11]([C:12]=43)[NH:10][CH:9]2[C:22]2[CH:29]=[CH:28][C:25]([CH:26]=O)=[CH:24][CH:23]=2)=[CH:4][CH:3]=1.[CH3:30][CH:31]1[CH2:36][NH:35][CH2:34][CH2:33][N:32]1[C:37]([O:39][C:40]([CH3:43])([CH3:42])[CH3:41])=[O:38].[BH3-]C#N.[Na+].